From a dataset of Forward reaction prediction with 1.9M reactions from USPTO patents (1976-2016). Predict the product of the given reaction. (1) Given the reactants C(O[BH-](OC(=O)C)OC(=O)C)(=O)C.[Na+].[F:15][C:16]1[CH:21]=[CH:20][C:19]([C:22]2[N:23]=[CH:24][N:25]([CH:35]3[CH2:40][CH2:39][NH:38][CH2:37][CH2:36]3)[C:26]=2[C:27]2[CH:32]=[CH:31][N:30]=[C:29]([NH:33][CH3:34])[N:28]=2)=[CH:18][CH:17]=1.[O:41]1[CH:45]=[CH:44][C:43]([CH:46]=O)=[N:42]1.C(OCC)C, predict the reaction product. The product is: [F:15][C:16]1[CH:17]=[CH:18][C:19]([C:22]2[N:23]=[CH:24][N:25]([CH:35]3[CH2:40][CH2:39][N:38]([CH2:46][C:43]4[CH:44]=[CH:45][O:41][N:42]=4)[CH2:37][CH2:36]3)[C:26]=2[C:27]2[CH:32]=[CH:31][N:30]=[C:29]([NH:33][CH3:34])[N:28]=2)=[CH:20][CH:21]=1. (2) The product is: [F:45][C:42]1[CH:41]=[CH:40][C:39]([CH2:38][O:37][C:34]2[CH:33]=[CH:32][C:31]([CH2:30][S:29][C:26]3[CH:27]=[CH:28][C:23]([O:22][CH2:21][C:20]([OH:47])=[O:19])=[C:24]([CH3:46])[CH:25]=3)=[CH:36][CH:35]=2)=[CH:44][CH:43]=1. Given the reactants FC1C=CC(COC2C=CC(CO)=CC=2)=CC=1.C[O:19][C:20](=[O:47])[CH2:21][O:22][C:23]1[CH:28]=[CH:27][C:26]([S:29][CH2:30][C:31]2[CH:36]=[CH:35][C:34]([O:37][CH2:38][C:39]3[CH:44]=[CH:43][C:42]([F:45])=[CH:41][CH:40]=3)=[CH:33][CH:32]=2)=[CH:25][C:24]=1[CH3:46], predict the reaction product. (3) Given the reactants [F:1][C:2]1[C:22](F)=[CH:21][C:5]2[C:6]3[C:7](=[O:20])[C:8]([C:15]([O:17][CH2:18][CH3:19])=[O:16])=[CH:9][N:10]([CH3:14])[C:11]=3[CH:12]=[N:13][C:4]=2[CH:3]=1.[CH3:24][C:25]1[CH:26]=[C:27]([CH:32]2[CH2:37][NH:36][CH2:35][CH2:34][NH:33]2)[CH:28]=[CH:29][C:30]=1[CH3:31].O, predict the reaction product. The product is: [CH3:24][C:25]1[CH:26]=[C:27]([CH:32]2[NH:33][CH2:34][CH2:35][N:36]([C:22]3[C:2]([F:1])=[CH:3][C:4]4[N:13]=[CH:12][C:11]5[N:10]([CH3:14])[CH:9]=[C:8]([C:15]([O:17][CH2:18][CH3:19])=[O:16])[C:7](=[O:20])[C:6]=5[C:5]=4[CH:21]=3)[CH2:37]2)[CH:28]=[CH:29][C:30]=1[CH3:31]. (4) Given the reactants [N+:1]([C:4]1[CH:9]=[CH:8][C:7]([C:10]2[C:16]3[CH:17]=[C:18]4[O:23][CH2:22][O:21][C:19]4=[CH:20][C:15]=3[CH2:14][C:13](=S)[NH:12][N:11]=2)=[CH:6][CH:5]=1)([O-:3])=[O:2].[NH2:25][CH2:26][C:27]1([CH:32]2[CH2:34][CH2:33]2)OCCO1, predict the reaction product. The product is: [CH:32]1([C:27]2[N:12]3[N:11]=[C:10]([C:7]4[CH:8]=[CH:9][C:4]([N+:1]([O-:3])=[O:2])=[CH:5][CH:6]=4)[C:16]4[CH:17]=[C:18]5[O:23][CH2:22][O:21][C:19]5=[CH:20][C:15]=4[CH2:14][C:13]3=[N:25][CH:26]=2)[CH2:34][CH2:33]1. (5) Given the reactants C([O:3][C:4](=[O:28])[CH:5]([C:10]1[CH:11]=[C:12]([C:21]2[CH:26]=[CH:25][CH:24]=[C:23]([F:27])[CH:22]=2)[C:13]([O:16][CH2:17][CH:18]2[CH2:20][CH2:19]2)=[CH:14][CH:15]=1)[CH2:6][CH:7]([CH3:9])[CH3:8])C.O.[OH-].[Li+], predict the reaction product. The product is: [CH:18]1([CH2:17][O:16][C:13]2[C:12]([C:21]3[CH:26]=[CH:25][CH:24]=[C:23]([F:27])[CH:22]=3)=[CH:11][C:10]([CH:5]([CH2:6][CH:7]([CH3:9])[CH3:8])[C:4]([OH:28])=[O:3])=[CH:15][CH:14]=2)[CH2:19][CH2:20]1. (6) Given the reactants [NH2:1][CH:2](C(F)(F)F)[CH2:3][C:4]([NH:6][C:7]1[C:16]2[C:11](=[CH:12][CH:13]=[C:14]([CH3:17])[CH:15]=2)[N:10]=[C:9]([N:18]2[CH2:24][C:23]3[CH:25]=[CH:26][CH:27]=[CH:28][C:22]=3[S:21](=[O:30])(=[O:29])[CH2:20][CH2:19]2)[CH:8]=1)=[O:5].O=S1(=O)C2C=CC=CC=2CN(C2C=C(N)C3C(=CC=C(C)C=3)N=2)CC1.O=C1C2C(=CC=CC=2)C(=O)N1CCC(Cl)=O, predict the reaction product. The product is: [O:30]=[S:21]1(=[O:29])[C:22]2[CH:28]=[CH:27][CH:26]=[CH:25][C:23]=2[CH2:24][N:18]([C:9]2[CH:8]=[C:7]([NH:6][C:4](=[O:5])[CH2:3][CH2:2][NH2:1])[C:16]3[C:11](=[CH:12][CH:13]=[C:14]([CH3:17])[CH:15]=3)[N:10]=2)[CH2:19][CH2:20]1. (7) The product is: [F:17][C:4]1[CH:3]=[C:2]([C:23]2[CH:24]=[CH:25][C:20]([C:18]#[N:19])=[CH:21][CH:22]=2)[C:10]2[N:9]3[CH2:11][CH2:12][NH:13][C:14](=[O:15])[C:8]3=[C:7]([CH3:16])[C:6]=2[CH:5]=1. Given the reactants Br[C:2]1[C:10]2[N:9]3[CH2:11][CH2:12][NH:13][C:14](=[O:15])[C:8]3=[C:7]([CH3:16])[C:6]=2[CH:5]=[C:4]([F:17])[CH:3]=1.[C:18]([C:20]1[CH:25]=[CH:24][C:23](B(O)O)=[CH:22][CH:21]=1)#[N:19], predict the reaction product. (8) Given the reactants Br[C:2]1[N:7]=[CH:6][C:5]([CH2:8][N:9]2[C:18]3[C:13](=[CH:14][CH:15]=[CH:16][CH:17]=3)[C:12](=[O:19])[C:11]([C:20]([O:22][CH2:23][CH3:24])=[O:21])=[N:10]2)=[CH:4][CH:3]=1.C([Sn](CCCC)(CCCC)[C:30]1[N:31]=[CH:32][S:33][CH:34]=1)CCC.[F-].[Cs+].O, predict the reaction product. The product is: [O:19]=[C:12]1[C:13]2[C:18](=[CH:17][CH:16]=[CH:15][CH:14]=2)[N:9]([CH2:8][C:5]2[CH:6]=[N:7][C:2]([C:30]3[N:31]=[CH:32][S:33][CH:34]=3)=[CH:3][CH:4]=2)[N:10]=[C:11]1[C:20]([O:22][CH2:23][CH3:24])=[O:21]. (9) Given the reactants Br[C:2]1[N:7]2[CH:8]=[CH:9][N:10]=[C:6]2[C:5]([NH:11][CH3:12])=[N:4][CH:3]=1.[F:13][C:14]1[CH:19]=[CH:18][C:17](B(O)O)=[CH:16][CH:15]=1.C([O-])([O-])=O.[K+].[K+], predict the reaction product. The product is: [F:13][C:14]1[CH:19]=[CH:18][C:17]([C:2]2[N:7]3[CH:8]=[CH:9][N:10]=[C:6]3[C:5]([NH:11][CH3:12])=[N:4][CH:3]=2)=[CH:16][CH:15]=1. (10) Given the reactants FC(F)(F)S(O[C:7]1[CH:15]=[CH:14][C:13]([C:16]2[N:17]([C:32]([O:34][C:35]([CH3:38])([CH3:37])[CH3:36])=[O:33])[C:18]3[C:23]([CH:24]=2)=[CH:22][C:21]([CH2:25][N:26]2[CH2:31][CH2:30][CH2:29][CH2:28][CH2:27]2)=[CH:20][CH:19]=3)=[C:12]2[C:8]=1[CH2:9][NH:10][C:11]2=[O:39])(=O)=O.[CH2:42]([OH:46])[CH2:43][C:44]#[CH:45].C(N(CC)CC)C.O, predict the reaction product. The product is: [OH:46][CH2:42][CH2:43][C:44]#[C:45][C:7]1[CH:15]=[CH:14][C:13]([C:16]2[N:17]([C:32]([O:34][C:35]([CH3:37])([CH3:38])[CH3:36])=[O:33])[C:18]3[C:23]([CH:24]=2)=[CH:22][C:21]([CH2:25][N:26]2[CH2:31][CH2:30][CH2:29][CH2:28][CH2:27]2)=[CH:20][CH:19]=3)=[C:12]2[C:8]=1[CH2:9][NH:10][C:11]2=[O:39].